Dataset: Full USPTO retrosynthesis dataset with 1.9M reactions from patents (1976-2016). Task: Predict the reactants needed to synthesize the given product. (1) Given the product [F:1][C:2]1[CH:7]=[CH:6][C:5]([S:8]([N:12]2[CH2:17][CH2:16][O:15][CH2:14][CH2:13]2)(=[O:10])=[O:9])=[CH:4][CH:3]=1, predict the reactants needed to synthesize it. The reactants are: [F:1][C:2]1[CH:7]=[CH:6][C:5]([S:8](Cl)(=[O:10])=[O:9])=[CH:4][CH:3]=1.[NH:12]1[CH2:17][CH2:16][O:15][CH2:14][CH2:13]1. (2) Given the product [C:30]1([C:42]2[C:43](=[O:44])[NH:45][C:3](=[O:29])[C:4]=2[C:6]2[C:14]3[C:9](=[CH:10][C:11]([CH2:15][CH2:16][CH2:17][O:18][Si:19]([CH:23]([CH3:24])[CH3:25])([CH:20]([CH3:22])[CH3:21])[CH:26]([CH3:27])[CH3:28])=[CH:12][CH:13]=3)[NH:8][CH:7]=2)[C:40]2=[C:41]3[C:36](=[CH:37][CH:38]=[CH:39]2)[CH2:35][CH2:34][CH2:33][N:32]3[CH:31]=1, predict the reactants needed to synthesize it. The reactants are: CO[C:3](=[O:29])[C:4]([C:6]1[C:14]2[C:9](=[CH:10][C:11]([CH2:15][CH2:16][CH2:17][O:18][Si:19]([CH:26]([CH3:28])[CH3:27])([CH:23]([CH3:25])[CH3:24])[CH:20]([CH3:22])[CH3:21])=[CH:12][CH:13]=2)[NH:8][CH:7]=1)=O.[C:30]1([CH2:42][C:43]([NH2:45])=[O:44])[C:40]2=[C:41]3[C:36](=[CH:37][CH:38]=[CH:39]2)[CH2:35][CH2:34][CH2:33][N:32]3[CH:31]=1. (3) Given the product [NH2:17][CH2:16][CH2:15][NH:18][C:2]1[CH:14]=[CH:13][C:5]([C:6]([O:8][C:9]([CH3:12])([CH3:11])[CH3:10])=[O:7])=[CH:4][CH:3]=1, predict the reactants needed to synthesize it. The reactants are: F[C:2]1[CH:14]=[CH:13][C:5]([C:6]([O:8][C:9]([CH3:12])([CH3:11])[CH3:10])=[O:7])=[CH:4][CH:3]=1.[CH2:15]([NH2:18])[CH2:16][NH2:17]. (4) Given the product [ClH:34].[CH:31]([C:30]1[N:25]2[CH:26]=[CH:27][CH:28]=[CH:29][C:24]2=[N:23][C:22]=1[NH:8][S:9]([C:12]1[CH:13]=[CH:14][C:15]([C:16]([O:18][CH3:19])=[O:17])=[CH:20][CH:21]=1)(=[O:10])=[O:11])([CH3:33])[CH3:32], predict the reactants needed to synthesize it. The reactants are: C(OC([N:8]([C:22]1[N:23]=[C:24]2[CH:29]=[CH:28][CH:27]=[CH:26][N:25]2[C:30]=1[CH:31]([CH3:33])[CH3:32])[S:9]([C:12]1[CH:21]=[CH:20][C:15]([C:16]([O:18][CH3:19])=[O:17])=[CH:14][CH:13]=1)(=[O:11])=[O:10])=O)(C)(C)C.[ClH:34]. (5) Given the product [C:1]12([CH2:11][O:12][C:13]3[CH:21]=[CH:20][C:16]([C:17]([NH:19][S:33]([CH3:32])(=[O:35])=[O:34])=[O:18])=[CH:15][C:14]=3[C:22]3[C:23]([O:28][CH3:29])=[N:24][CH:25]=[CH:26][CH:27]=3)[CH2:8][CH:7]3[CH2:6][CH:5]([CH2:4][CH:3]([CH2:9]3)[CH2:2]1)[CH2:10]2, predict the reactants needed to synthesize it. The reactants are: [C:1]12([CH2:11][O:12][C:13]3[CH:21]=[CH:20][C:16]([C:17]([NH2:19])=[O:18])=[CH:15][C:14]=3[C:22]3[C:23]([O:28][CH3:29])=[N:24][CH:25]=[CH:26][CH:27]=3)[CH2:10][CH:5]3[CH2:6][CH:7]([CH2:9][CH:3]([CH2:4]3)[CH2:2]1)[CH2:8]2.[H-].[Na+].[CH3:32][S:33](Cl)(=[O:35])=[O:34]. (6) The reactants are: [C:1]12([NH2:11])[CH2:10][CH:5]3[CH2:6][CH:7]([CH2:9][CH:3]([CH2:4]3)[CH2:2]1)[CH2:8]2.Br[CH2:13][C:14]([C:16]1[S:17][CH:18]=[CH:19][CH:20]=1)=[O:15]. Given the product [C:1]12([NH:11][CH2:13][C:14]([C:16]3[S:17][CH:18]=[CH:19][CH:20]=3)=[O:15])[CH2:8][CH:7]3[CH2:6][CH:5]([CH2:4][CH:3]([CH2:9]3)[CH2:2]1)[CH2:10]2, predict the reactants needed to synthesize it. (7) Given the product [Cl:17][C:15]1[CH:14]=[CH:13][C:12]([OH:18])=[C:11]([C:7]2[N:6]=[C:5]([NH:4][CH2:3][C@H:2]([N:24]([CH3:23])[CH3:26])[CH2:19][CH3:20])[CH:10]=[CH:9][N:8]=2)[CH:16]=1, predict the reactants needed to synthesize it. The reactants are: N[C@H:2]([CH2:19][CH3:20])[CH2:3][NH:4][C:5]1[CH:10]=[CH:9][N:8]=[C:7]([C:11]2[CH:16]=[C:15]([Cl:17])[CH:14]=[CH:13][C:12]=2[OH:18])[N:6]=1.C=O.[C:23]([BH3-])#[N:24].[C:26](O)(=O)C. (8) Given the product [OH2:9].[ClH:38].[C:2]([N:10]1[CH2:15][CH2:14][CH2:13][C:12]([CH2:16][CH2:17][CH2:18][N:19]2[CH2:24][CH2:23][C:22]([CH2:2][C:3]3[CH:8]=[CH:7][CH:6]=[CH:5][CH:4]=3)([C:25]#[N:27])[CH2:21][CH2:20]2)([C:32]2[CH:37]=[CH:36][C:35]([Cl:38])=[C:34]([Cl:39])[CH:33]=2)[CH2:11]1)(=[O:9])[C:3]1[CH:4]=[CH:5][CH:6]=[CH:7][CH:8]=1, predict the reactants needed to synthesize it. The reactants are: Cl.[C:2]([N:10]1[CH2:15][CH2:14][CH2:13][C:12]([C:32]2[CH:37]=[CH:36][C:35]([Cl:38])=[C:34]([Cl:39])[CH:33]=2)([CH2:16][CH2:17][CH2:18][N:19]2[CH2:24][CH2:23][CH:22]([C:25]([N:27]3CCCC3)=O)[CH2:21][CH2:20]2)[CH2:11]1)(=[O:9])[C:3]1[CH:8]=[CH:7][CH:6]=[CH:5][CH:4]=1.Cl.